This data is from Forward reaction prediction with 1.9M reactions from USPTO patents (1976-2016). The task is: Predict the product of the given reaction. (1) Given the reactants C(NC(C)C)(C)C.C([Li])CCC.[O:13]=[C:14]1[CH2:19][CH2:18][CH2:17][N:16]([C:20]([O:22][C:23]([CH3:26])([CH3:25])[CH3:24])=[O:21])[CH2:15]1.ClC1C=CN=C(N([S:35]([C:38]([F:41])([F:40])[F:39])(=[O:37])=[O:36])[S:35]([C:38]([F:41])([F:40])[F:39])(=[O:37])=[O:36])C=1, predict the reaction product. The product is: [F:39][C:38]([F:41])([F:40])[S:35]([O:13][C:14]1[CH2:19][CH2:18][CH2:17][N:16]([C:20]([O:22][C:23]([CH3:26])([CH3:25])[CH3:24])=[O:21])[CH:15]=1)(=[O:37])=[O:36]. (2) Given the reactants [C:1]([O:5][C:6](=[O:19])[NH:7][C:8]1[CH:13]=[CH:12][C:11]([C:14]([F:17])([F:16])[F:15])=[CH:10][C:9]=1[NH2:18])([CH3:4])([CH3:3])[CH3:2].C([O:24][C:25](=O)[CH2:26][C:27]([C:29]1[CH:34]=[CH:33][CH:32]=[C:31]([C:35]2[CH:40]=[CH:39][N:38]=[C:37]([CH:41]([CH3:43])[CH3:42])[CH:36]=2)[CH:30]=1)=[O:28])(C)(C)C, predict the reaction product. The product is: [C:1]([O:5][C:6](=[O:19])[NH:7][C:8]1[CH:13]=[CH:12][C:11]([C:14]([F:17])([F:16])[F:15])=[CH:10][C:9]=1[NH:18][C:25](=[O:24])[CH2:26][C:27]([C:29]1[CH:34]=[CH:33][CH:32]=[C:31]([C:35]2[CH:40]=[CH:39][N:38]=[C:37]([CH:41]([CH3:42])[CH3:43])[CH:36]=2)[CH:30]=1)=[O:28])([CH3:4])([CH3:2])[CH3:3]. (3) The product is: [Cl:1][C:2]1[CH:7]=[C:6]([Cl:8])[CH:5]=[CH:4][C:3]=1[C:9]1[C:29](=[O:30])[N:28]([CH3:31])[C:12]2[N:13]([CH3:27])[C:14]3[C:19]([C:11]=2[CH:10]=1)=[CH:18][C:17]([C:20]1[N:21]=[C:22]([CH:25]([OH:26])[CH3:32])[S:23][CH:24]=1)=[CH:16][CH:15]=3. Given the reactants [Cl:1][C:2]1[CH:7]=[C:6]([Cl:8])[CH:5]=[CH:4][C:3]=1[C:9]1[C:29](=[O:30])[N:28]([CH3:31])[C:12]2[N:13]([CH3:27])[C:14]3[C:19]([C:11]=2[CH:10]=1)=[CH:18][C:17]([C:20]1[N:21]=[C:22]([CH:25]=[O:26])[S:23][CH:24]=1)=[CH:16][CH:15]=3.[CH3:32][Mg]Br, predict the reaction product. (4) Given the reactants CC(C)([O-])C.[K+].[Cl:7][C:8]1[CH:9]=[C:10]([SH:14])[CH:11]=[CH:12][CH:13]=1.[CH2:15]([N:22]1[CH2:27][CH2:26][CH:25]([NH:28][C:29](=[O:32])[CH2:30]Cl)[CH2:24][CH2:23]1)[C:16]1[CH:21]=[CH:20][CH:19]=[CH:18][CH:17]=1, predict the reaction product. The product is: [CH2:15]([N:22]1[CH2:23][CH2:24][CH:25]([NH:28][C:29](=[O:32])[CH2:30][S:14][C:10]2[CH:11]=[CH:12][CH:13]=[C:8]([Cl:7])[CH:9]=2)[CH2:26][CH2:27]1)[C:16]1[CH:17]=[CH:18][CH:19]=[CH:20][CH:21]=1. (5) The product is: [OH:46][C:43]1[CH:44]=[CH:45][C:40]([S:39][C:13]2[CH:14]=[CH:15][C:10]([N:8]3[CH:9]=[C:5]([NH:4][C:2]([NH2:1])=[O:3])[C:6]([C:17](=[O:18])[NH2:19])=[N:7]3)=[CH:11][CH:12]=2)=[CH:41][CH:42]=1. Given the reactants [NH2:1][C:2]([NH:4][C:5]1[C:6]([C:17]([NH2:19])=[O:18])=[N:7][N:8]([C:10]2[CH:15]=[CH:14][C:13](I)=[CH:12][CH:11]=2)[CH:9]=1)=[O:3].NC(NC1C(C(N)=O)=NN(C2C=CC(Br)=CC=2)C=1)=O.[SH:39][C:40]1[CH:45]=[CH:44][C:43]([OH:46])=[CH:42][CH:41]=1.C([O-])(=O)C.[Cs+].[O-]C#N.[Na+], predict the reaction product. (6) The product is: [ClH:1].[NH:13]1[CH2:18][CH2:17][CH2:16][CH2:15][CH:14]1[CH2:19][CH2:20][CH2:21][C:22]([O:24][CH3:25])=[O:23]. Given the reactants [Cl:1](O)(=O)(=O)=O.C(OC([N:13]1[CH2:18][CH2:17][CH2:16][CH2:15][CH:14]1[CH2:19][CH2:20][CH2:21][C:22]([O:24][CH3:25])=[O:23])=O)(C)(C)C, predict the reaction product. (7) Given the reactants [C:1]([C:3]1[CH:4]=[C:5]2[C:10]3=[C:11]([CH2:13][N:14](C(OC(C)(C)C)=O)[CH2:15][CH2:16][N:9]3[CH2:8][CH2:7][CH:6]2[CH:24]2[CH2:26][CH2:25]2)[CH:12]=1)#[N:2].C(O)(C(F)(F)F)=O, predict the reaction product. The product is: [CH:24]1([CH:6]2[C:5]3[C:10]4=[C:11]([CH2:13][NH:14][CH2:15][CH2:16][N:9]4[CH2:8][CH2:7]2)[CH:12]=[C:3]([C:1]#[N:2])[CH:4]=3)[CH2:25][CH2:26]1.